From a dataset of Catalyst prediction with 721,799 reactions and 888 catalyst types from USPTO. Predict which catalyst facilitates the given reaction. (1) Reactant: [N+:1]([C:4]1[C:5](O)=[N:6][CH:7]=[N:8][CH:9]=1)([O-:3])=[O:2].P(Cl)(Cl)([Cl:13])=O. Product: [Cl:13][C:5]1[C:4]([N+:1]([O-:3])=[O:2])=[CH:9][N:8]=[CH:7][N:6]=1. The catalyst class is: 115. (2) Reactant: [CH3:1][N:2]([CH3:25])[C:3]1[C:8]2[C:9]3[N:10]=[CH:11][N:12]([C:17]4[CH:18]=[C:19]([CH:22]=[CH:23][CH:24]=4)[C:20]#[N:21])[C:13](=[O:16])[C:14]=3[S:15][C:7]=2[N:6]=[CH:5][CH:4]=1.Cl.[NH2:27][OH:28].C(N(CC)CC)C. Product: [CH3:1][N:2]([CH3:25])[C:3]1[C:8]2[C:9]3[N:10]=[CH:11][N:12]([C:17]4[CH:18]=[C:19]([C:20](=[N:27][OH:28])[NH2:21])[CH:22]=[CH:23][CH:24]=4)[C:13](=[O:16])[C:14]=3[S:15][C:7]=2[N:6]=[CH:5][CH:4]=1. The catalyst class is: 8. (3) Reactant: [OH:1][C:2]1[CH:3]=[C:4]([CH:9]=[CH:10][CH:11]=1)[C:5]([O:7][CH3:8])=[O:6].Cl[C:13]([CH3:17])([CH3:16])[C:14]#[CH:15].N12CCCN=C1CCCCC2.O. Product: [CH3:16][C:13]([O:1][C:2]1[CH:3]=[C:4]([CH:9]=[CH:10][CH:11]=1)[C:5]([O:7][CH3:8])=[O:6])([CH3:17])[C:14]#[CH:15]. The catalyst class is: 879. (4) Reactant: C(OC(=O)[NH:7][C@H:8]1[CH2:14][N:13]([CH2:15][CH2:16][O:17][CH2:18][C:19]2[CH:24]=[CH:23][CH:22]=[CH:21][CH:20]=2)[C:12]2[CH:25]=[CH:26][CH:27]=[CH:28][C:11]=2[NH:10][C:9]1=[O:29])(C)(C)C.[ClH:31]. Product: [ClH:31].[NH2:7][C@@H:8]1[C:9](=[O:29])[NH:10][C:11]2[CH:28]=[CH:27][CH:26]=[CH:25][C:12]=2[N:13]([CH2:15][CH2:16][O:17][CH2:18][C:19]2[CH:20]=[CH:21][CH:22]=[CH:23][CH:24]=2)[CH2:14]1. The catalyst class is: 12. (5) Reactant: [F:1][C:2]1[CH:3]=[C:4]([N+:9]([O-:11])=[O:10])[CH:5]=[CH:6][C:7]=1F.[CH:12]1([C:18]2[CH:23]=[CH:22][C:21]([OH:24])=[CH:20][CH:19]=2)[CH2:17][CH2:16][CH2:15][CH2:14][CH2:13]1.C([O-])([O-])=O.[K+].[K+]. Product: [CH:12]1([C:18]2[CH:19]=[CH:20][C:21]([O:24][C:7]3[CH:6]=[CH:5][C:4]([N+:9]([O-:11])=[O:10])=[CH:3][C:2]=3[F:1])=[CH:22][CH:23]=2)[CH2:13][CH2:14][CH2:15][CH2:16][CH2:17]1. The catalyst class is: 16. (6) Reactant: [Cl:1][C:2]1[CH:3]=[CH:4][C:5]2[N:11]([CH2:12][C:13]([CH3:17])([CH3:16])[CH2:14][OH:15])[C:10](=[O:18])[C@@H:9]([CH2:19][C:20]([NH:22][C:23]3[CH:31]=[CH:30][CH:29]=[CH:28][C:24]=3[C:25]([OH:27])=[O:26])=[O:21])[O:8][C@H:7]([C:32]3[CH:37]=[CH:36][CH:35]=[C:34]([O:38][CH3:39])[C:33]=3[O:40][CH3:41])[C:6]=2[CH:42]=1.N1C=CC=CC=1.[C:49](OCC)(=[O:51])[CH3:50].C(Cl)(=O)C. Product: [C:49]([O:15][CH2:14][C:13]([CH3:17])([CH3:16])[CH2:12][N:11]1[C:5]2[CH:4]=[CH:3][C:2]([Cl:1])=[CH:42][C:6]=2[C@@H:7]([C:32]2[CH:37]=[CH:36][CH:35]=[C:34]([O:38][CH3:39])[C:33]=2[O:40][CH3:41])[O:8][C@H:9]([CH2:19][C:20]([NH:22][C:23]2[CH:31]=[CH:30][CH:29]=[CH:28][C:24]=2[C:25]([OH:27])=[O:26])=[O:21])[C:10]1=[O:18])(=[O:51])[CH3:50]. The catalyst class is: 6.